Dataset: Forward reaction prediction with 1.9M reactions from USPTO patents (1976-2016). Task: Predict the product of the given reaction. (1) Given the reactants [OH:1][C@H:2]1[CH2:6][CH2:5][CH2:4][C@H:3]1[O:7][C:8]1[CH:15]=[CH:14][C:11]([CH:12]=O)=[CH:10][CH:9]=1.[C:16](#[N:20])[CH2:17][C:18]#[N:19].CN1CCOCC1, predict the reaction product. The product is: [OH:1][C@H:2]1[CH2:6][CH2:5][CH2:4][C@H:3]1[O:7][C:8]1[CH:15]=[CH:14][C:11]([CH:12]=[C:17]([C:16]#[N:20])[C:18]#[N:19])=[CH:10][CH:9]=1. (2) Given the reactants [CH3:1][C:2]([C:7]1[CH2:11][CH:10]=[CH:9][CH:8]=1)([CH3:6])[CH2:3][CH2:4][CH3:5].[CH3:12][C:13]([CH3:15])=O.N1CCCC1, predict the reaction product. The product is: [CH3:6][C:2]([C:7]1[CH:11]=[CH:10][C:9](=[C:13]([CH3:15])[CH3:12])[CH:8]=1)([CH3:1])[CH2:3][CH2:4][CH3:5]. (3) The product is: [Cl:11][C:12]1[CH:13]=[C:14](/[CH:15]=[C:6](/[C:5]2[CH:9]=[CH:10][C:2]([Cl:1])=[CH:3][CH:4]=2)\[C:7]#[N:8])[CH:17]=[CH:18][CH:19]=1. Given the reactants [Cl:1][C:2]1[CH:10]=[CH:9][C:5]([CH2:6][C:7]#[N:8])=[CH:4][CH:3]=1.[Cl:11][C:12]1[CH:13]=[C:14]([CH:17]=[CH:18][CH:19]=1)[CH:15]=O.[OH-].[Na+], predict the reaction product. (4) Given the reactants [C:1]1([C:7]2([C:12]3[N:16]([CH:17]4[CH2:33][N:21]5[C:22]6[C:27]([C:28]([CH2:29][C:30]([OH:32])=[O:31])=[C:20]5[CH2:19][CH2:18]4)=[CH:26][CH:25]=[CH:24][CH:23]=6)[N:15]=[N:14][CH:13]=3)CCCC2)[CH:6]=[CH:5][CH:4]=[CH:3][CH:2]=1.[F:34]C1C=CC(CC#C)=CC=1.FC1C=CC(CCl)=CC=1.C([Si](C)(C)C)#C.[N-]=[N+]=[N-], predict the reaction product. The product is: [F:34][C:4]1[CH:5]=[CH:6][C:1]([CH2:7][C:12]2[N:16]([C@H:17]3[CH2:33][N:21]4[C:22]5[C:27]([C:28]([CH2:29][C:30]([OH:32])=[O:31])=[C:20]4[CH2:19][CH2:18]3)=[CH:26][CH:25]=[CH:24][CH:23]=5)[N:15]=[N:14][CH:13]=2)=[CH:2][CH:3]=1. (5) The product is: [NH2:15][C:13]([NH:1][C:2]1[CH:6]=[C:5]([Br:7])[S:4][C:3]=1[C:8]([NH2:10])=[O:9])=[O:14]. Given the reactants [NH2:1][C:2]1[CH:6]=[C:5]([Br:7])[S:4][C:3]=1[C:8]([NH2:10])=[O:9].ClC(Cl)(Cl)[C:13]([N:15]=C=O)=[O:14].N, predict the reaction product. (6) Given the reactants [CH3:1][C:2]1[N:3]=[C:4]([C:16]2[CH:21]=[CH:20][C:19]([C:22]([F:25])([F:24])[F:23])=[CH:18][CH:17]=2)[O:5][C:6]=1[C:7](=[O:15])[CH2:8][C:9]1[CH:14]=[CH:13][CH:12]=[CH:11][CH:10]=1.[Li+].[BH4-].[NH4+].[Cl-].C(OCC)(=O)C, predict the reaction product. The product is: [CH3:1][C:2]1[N:3]=[C:4]([C:16]2[CH:17]=[CH:18][C:19]([C:22]([F:25])([F:23])[F:24])=[CH:20][CH:21]=2)[O:5][C:6]=1[CH:7]([OH:15])[CH2:8][C:9]1[CH:10]=[CH:11][CH:12]=[CH:13][CH:14]=1. (7) Given the reactants [CH2:1]([O:8][CH2:9][C:10]([NH:12][C:13]1[C:17]2[CH:18]=[N:19][C:20](Cl)=[CH:21][C:16]=2[N:15]([CH:23]([CH3:25])[CH3:24])[CH:14]=1)=[O:11])[C:2]1[CH:7]=[CH:6][CH:5]=[CH:4][CH:3]=1.[CH:26]1([S:29]([N:32]2[CH:36]=[C:35]([C:37]3[N:42]=[C:41]([NH2:43])[CH:40]=[CH:39][N:38]=3)[CH:34]=[N:33]2)(=[O:31])=[O:30])[CH2:28][CH2:27]1.C1(P(C2CCCCC2)C2C=CC=CC=2C2C(C(C)C)=CC(C(C)C)=CC=2C(C)C)CCCCC1.C(=O)([O-])[O-].[Cs+].[Cs+], predict the reaction product. The product is: [CH2:1]([O:8][CH2:9][C:10]([NH:12][C:13]1[C:17]2[CH:18]=[N:19][C:20]([NH:43][C:41]3[CH:40]=[CH:39][N:38]=[C:37]([C:35]4[CH:34]=[N:33][N:32]([S:29]([CH:26]5[CH2:28][CH2:27]5)(=[O:31])=[O:30])[CH:36]=4)[N:42]=3)=[CH:21][C:16]=2[N:15]([CH:23]([CH3:25])[CH3:24])[CH:14]=1)=[O:11])[C:2]1[CH:7]=[CH:6][CH:5]=[CH:4][CH:3]=1.